From a dataset of Peptide-MHC class II binding affinity with 134,281 pairs from IEDB. Regression. Given a peptide amino acid sequence and an MHC pseudo amino acid sequence, predict their binding affinity value. This is MHC class II binding data. (1) The peptide sequence is SMGDDHFWAVRGGGGESFGI. The MHC is HLA-DPA10201-DPB10501 with pseudo-sequence HLA-DPA10201-DPB10501. The binding affinity (normalized) is 0.349. (2) The peptide sequence is YDKGLANVSTVLTGK. The MHC is DRB1_0404 with pseudo-sequence DRB1_0404. The binding affinity (normalized) is 0.662. (3) The peptide sequence is RRRQLLNLDVLCLSS. The MHC is DRB1_0101 with pseudo-sequence DRB1_0101. The binding affinity (normalized) is 0.632. (4) The peptide sequence is VGNVAWMHVLAAKYI. The MHC is DRB1_1501 with pseudo-sequence DRB1_1501. The binding affinity (normalized) is 0.449. (5) The peptide sequence is VWQHDRVEIIANDQG. The MHC is DRB1_1201 with pseudo-sequence DRB1_1201. The binding affinity (normalized) is 0.267.